This data is from Forward reaction prediction with 1.9M reactions from USPTO patents (1976-2016). The task is: Predict the product of the given reaction. (1) Given the reactants [CH2:1]([O:3][C:4](=[O:13])/[CH:5]=[CH:6]/[C:7]1[CH:8]=[N:9][N:10]([CH3:12])[CH:11]=1)[CH3:2].[Br-].[CH2:15]([S+]1CCCC1)[C:16]1[CH:21]=[CH:20][CH:19]=[CH:18][CH:17]=1, predict the reaction product. The product is: [CH2:1]([O:3][C:4]([C@@H:5]1[C@H:15]([C:16]2[CH:21]=[CH:20][CH:19]=[CH:18][CH:17]=2)[C@H:6]1[C:7]1[CH:8]=[N:9][N:10]([CH3:12])[CH:11]=1)=[O:13])[CH3:2]. (2) Given the reactants [NH2:1][C:2]1[CH:10]=[CH:9][C:8]([OH:11])=[CH:7][C:3]=1[C:4]([OH:6])=[O:5].[C:12](OC(=O)C)(=[O:14])[CH3:13].[CH3:19][O-].[Na+], predict the reaction product. The product is: [C:12]([NH:1][C:2]1[CH:10]=[CH:9][C:8]([OH:11])=[CH:7][C:3]=1[C:4]([O:6][CH3:19])=[O:5])(=[O:14])[CH3:13]. (3) Given the reactants Cl[C:2]1[CH:3]=[CH:4][C:5]2[N:6]([CH:8]=[CH:9][N:10]=2)[N:7]=1.[OH:11][C:12]1[CH:13]=[C:14]([CH:19]=[CH:20][CH:21]=1)[C:15]([O:17][CH3:18])=[O:16].C(=O)([O-])[O-].[K+].[K+].CN1CCCC1=O, predict the reaction product. The product is: [N:10]1[CH:9]=[CH:8][N:6]2[C:5]=1[CH:4]=[CH:3][C:2]([O:11][C:12]1[CH:13]=[C:14]([CH:19]=[CH:20][CH:21]=1)[C:15]([O:17][CH3:18])=[O:16])=[N:7]2. (4) Given the reactants [ClH:1].[OH:2][CH2:3][CH2:4][O:5][CH2:6][CH2:7][O:8][CH2:9][CH2:10][NH:11][C:12]([C:14]1[CH:19]=[CH:18][C:17]([C:20]2[CH:25]=[CH:24][CH:23]=[C:22]([CH2:26][C@H:27]([NH:42][C:43]([C@H:45]3[CH2:50][CH2:49][C@H:48]([CH2:51][NH:52]C(=O)OC(C)(C)C)[CH2:47][CH2:46]3)=[O:44])[C:28](=[O:41])[NH:29][C:30]3[CH:35]=[CH:34][C:33]([C:36]4[NH:40][N:39]=[N:38][N:37]=4)=[CH:32][CH:31]=3)[CH:21]=2)=[C:16]([CH3:60])[CH:15]=1)=[O:13].C(#N)C, predict the reaction product. The product is: [ClH:1].[NH2:52][CH2:51][C@H:48]1[CH2:49][CH2:50][C@H:45]([C:43]([NH:42][C@H:27]([C:28](=[O:41])[NH:29][C:30]2[CH:35]=[CH:34][C:33]([C:36]3[NH:40][N:39]=[N:38][N:37]=3)=[CH:32][CH:31]=2)[CH2:26][C:22]2[CH:21]=[C:20]([C:17]3[CH:18]=[CH:19][C:14]([C:12]([NH:11][CH2:10][CH2:9][O:8][CH2:7][CH2:6][O:5][CH2:4][CH2:3][OH:2])=[O:13])=[CH:15][C:16]=3[CH3:60])[CH:25]=[CH:24][CH:23]=2)=[O:44])[CH2:46][CH2:47]1. (5) The product is: [OH:6][CH2:7][C:8]1[N:12]([CH:13]2[C:21]3[C:16](=[CH:17][CH:18]=[CH:19][CH:20]=3)[C:15](=[O:22])[C:14]2([CH3:24])[CH3:23])[CH:11]=[N:10][CH:9]=1. Given the reactants C([SiH2][O:6][C:7](C)(C)[C:8]1[N:12]([CH:13]2[C:21]3[C:16](=[CH:17][CH:18]=[CH:19][CH:20]=3)[C:15](=[O:22])[C:14]2([CH3:24])[CH3:23])[CH:11]=[N:10][CH:9]=1)(C)(C)C.Cl.O1CCOCC1, predict the reaction product. (6) Given the reactants C[Si](C)(C)N[Si](C)(C)C.[Li]CCCC.C1(P(C2CCCCC2)C2C=CC=CC=2C2C=CC=CC=2N(C)C)CCCCC1.[C:43]([O:47][C:48](=[O:50])[CH3:49])([CH3:46])([CH3:45])[CH3:44].Cl[C:52]1[C:61]2[C:56](=[CH:57][CH:58]=[CH:59][CH:60]=2)[CH:55]=[C:54]([Cl:62])[N:53]=1, predict the reaction product. The product is: [C:43]([O:47][C:48](=[O:50])[CH2:49][C:52]1[C:61]2[C:56](=[CH:57][CH:58]=[CH:59][CH:60]=2)[CH:55]=[C:54]([Cl:62])[N:53]=1)([CH3:46])([CH3:45])[CH3:44]. (7) Given the reactants [CH2:1]1[O:16][C:4]2([CH2:13][CH2:12][C:11]3[C:6](=[CH:7][CH:8]=[C:9]([O:14]C)[CH:10]=3)[CH2:5]2)[O:3][CH2:2]1.C[S-].[Na+], predict the reaction product. The product is: [CH2:2]1[O:3][C:4]2([CH2:13][CH2:12][C:11]3[C:6](=[CH:7][CH:8]=[C:9]([OH:14])[CH:10]=3)[CH2:5]2)[O:16][CH2:1]1. (8) Given the reactants [H-].[Na+].[NH:3]1[CH:7]=[CH:6][CH:5]=[N:4]1.[C:8]1([C:22]2[CH:27]=[CH:26][CH:25]=[CH:24][CH:23]=2)[CH:13]=[CH:12][CH:11]=[C:10]([N:14]2[CH:18]=[C:17]([C:19](Cl)=[O:20])[N:16]=[CH:15]2)[CH:9]=1.O, predict the reaction product. The product is: [C:8]1([C:22]2[CH:23]=[CH:24][CH:25]=[CH:26][CH:27]=2)[CH:13]=[CH:12][CH:11]=[C:10]([N:14]2[CH:18]=[C:17]([C:19]([N:3]3[CH:7]=[CH:6][CH:5]=[N:4]3)=[O:20])[N:16]=[CH:15]2)[CH:9]=1. (9) Given the reactants [C:1]([C:3]1([C:10]2[CH:15]=[CH:14][C:13]([O:16][CH3:17])=[C:12]([O:18][CH:19]3[CH2:23][CH2:22][CH2:21][CH2:20]3)[CH:11]=2)[CH2:8][CH2:7][C:6](=[O:9])[CH2:5][CH2:4]1)#[N:2].[CH3:24][O:25][C:26](=[O:30])[CH:27](Cl)[Cl:28].CC(C)([O-])C.[K+].Cl, predict the reaction product. The product is: [Cl:28][C:27]1([C:26]([O:25][CH3:24])=[O:30])[C:6]2([CH2:7][CH2:8][C:3]([C:1]#[N:2])([C:10]3[CH:15]=[CH:14][C:13]([O:16][CH3:17])=[C:12]([O:18][CH:19]4[CH2:23][CH2:22][CH2:21][CH2:20]4)[CH:11]=3)[CH2:4][CH2:5]2)[O:9]1.